From a dataset of CYP3A4 inhibition data for predicting drug metabolism from PubChem BioAssay. Regression/Classification. Given a drug SMILES string, predict its absorption, distribution, metabolism, or excretion properties. Task type varies by dataset: regression for continuous measurements (e.g., permeability, clearance, half-life) or binary classification for categorical outcomes (e.g., BBB penetration, CYP inhibition). Dataset: cyp3a4_veith. (1) The drug is C[N+]1(CCC(=O)c2ccco2)CC2CCC(CC2)C1. The result is 0 (non-inhibitor). (2) The drug is CNC[C@@H](SC)c1ccc(O)c(O)c1. The result is 0 (non-inhibitor). (3) The molecule is CCOc1ccc(Cc2nc(C)c(CC(=O)N3CCOCC3)c(=O)[nH]2)cc1. The result is 0 (non-inhibitor). (4) The molecule is N[C@@H](C(=O)O)c1ccc(O)c(C(=O)O)c1. The result is 0 (non-inhibitor). (5) The molecule is Cc1cccc(CNc2ccnc(-c3ccc(C(=O)N(C)C)cc3)n2)c1. The result is 1 (inhibitor). (6) The compound is CCn1c(SCC(=O)NC2CCCCC2)nc2c(c1=O)SC(C)C2. The result is 1 (inhibitor). (7) The molecule is CN1CCc2c(c3ccccc3n2Cc2ccccc2)C1.CN1CCc2c(c3ccccc3n2Cc2ccccc2)C1.O=S(=O)(O)c1cccc2c(S(=O)(=O)O)cccc12. The result is 0 (non-inhibitor).